This data is from Catalyst prediction with 721,799 reactions and 888 catalyst types from USPTO. The task is: Predict which catalyst facilitates the given reaction. Reactant: [CH3:1][N:2]1[CH2:6][CH:5]([C:7]([OH:9])=O)[NH:4][C:3]1=[O:10].C(N1CCOCC1)C.O.ON1C2C=CC=CC=2N=N1.Cl.C(N=C=NCCCN(C)C)C.[Cl:42][C:43]1[C:48]([C:49]([F:52])([F:51])[F:50])=[CH:47][CH:46]=[CH:45][C:44]=1[CH2:53][NH2:54]. Product: [Cl:42][C:43]1[C:48]([C:49]([F:51])([F:52])[F:50])=[CH:47][CH:46]=[CH:45][C:44]=1[CH2:53][NH:54][C:7]([CH:5]1[CH2:6][N:2]([CH3:1])[C:3](=[O:10])[NH:4]1)=[O:9]. The catalyst class is: 4.